This data is from Full USPTO retrosynthesis dataset with 1.9M reactions from patents (1976-2016). The task is: Predict the reactants needed to synthesize the given product. (1) The reactants are: N[CH2:2][C:3]1[CH:4]=[N:5][C:6]([Cl:9])=[N:7][CH:8]=1.[OH-].[Na+].[C:12](O[C:12]([O:14][C:15]([CH3:18])([CH3:17])[CH3:16])=[O:13])([O:14][C:15]([CH3:18])([CH3:17])[CH3:16])=[O:13].[CH2:27](Cl)Cl. Given the product [Cl:9][C:6]1[N:5]=[CH:4][C:3]([CH2:8][NH:7][C:12](=[O:13])[O:14][C:15]([CH3:18])([CH3:17])[CH3:16])=[CH:2][CH:27]=1, predict the reactants needed to synthesize it. (2) Given the product [F:21][C:16]1[CH:15]=[C:14]([CH:19]=[C:18]([F:20])[CH:17]=1)[CH2:13][NH:12][C:4]1[CH:3]=[C:2]([NH:32][C:31]2[CH:33]=[CH:34][C:28]([CH:25]3[CH2:24][CH2:23][O:22][CH2:27][CH2:26]3)=[CH:29][CH:30]=2)[N:7]=[CH:6][C:5]=1[CH2:8][C:9]([NH2:11])=[O:10], predict the reactants needed to synthesize it. The reactants are: Cl[C:2]1[N:7]=[CH:6][C:5]([CH2:8][C:9]([NH2:11])=[O:10])=[C:4]([NH:12][CH2:13][C:14]2[CH:19]=[C:18]([F:20])[CH:17]=[C:16]([F:21])[CH:15]=2)[CH:3]=1.[O:22]1[CH2:27][CH2:26][CH:25]([C:28]2[CH:34]=[CH:33][C:31]([NH2:32])=[CH:30][CH:29]=2)[CH2:24][CH2:23]1.ClCCl.CC(C)([O-])C.[Na+].